This data is from Peptide-MHC class II binding affinity with 134,281 pairs from IEDB. The task is: Regression. Given a peptide amino acid sequence and an MHC pseudo amino acid sequence, predict their binding affinity value. This is MHC class II binding data. (1) The peptide sequence is MAKLLGRDPEQSQEAL. The MHC is DRB1_1101 with pseudo-sequence DRB1_1101. The binding affinity (normalized) is 0.0557. (2) The peptide sequence is QYVIRAQLHVGAKQE. The MHC is HLA-DQA10201-DQB10301 with pseudo-sequence HLA-DQA10201-DQB10301. The binding affinity (normalized) is 0.594.